From a dataset of Forward reaction prediction with 1.9M reactions from USPTO patents (1976-2016). Predict the product of the given reaction. (1) Given the reactants C(O)(C(F)(F)F)=O.C(OC(=O)[NH:14][C@H:15]([C:17]1[N:21]([C:22]2[CH:26]=[CH:25][N:24]([CH3:27])[N:23]=2)[C:20]2[CH:28]=[C:29]([F:32])[CH:30]=[CH:31][C:19]=2[N:18]=1)[CH3:16])(C)(C)C.[NH2:34][C:35]1[C:40]([C:41]#[N:42])=[C:39](Cl)[N:38]=[CH:37][N:36]=1.CCN(C(C)C)C(C)C, predict the reaction product. The product is: [NH2:34][C:35]1[C:40]([C:41]#[N:42])=[C:39]([NH:14][C@H:15]([C:17]2[N:21]([C:22]3[CH:26]=[CH:25][N:24]([CH3:27])[N:23]=3)[C:20]3[CH:28]=[C:29]([F:32])[CH:30]=[CH:31][C:19]=3[N:18]=2)[CH3:16])[N:38]=[CH:37][N:36]=1. (2) Given the reactants [C:1]([NH:4][C:5]1[CH:10]=[CH:9][NH:8][C:7](=[O:11])[N:6]=1)(=[O:3])[CH3:2].[CH3:12][Si:13]([CH3:20])([CH3:19])N[Si:13]([CH3:20])([CH3:19])[CH3:12].S([O-])([O-])(=O)=O.[NH4+].[NH4+], predict the reaction product. The product is: [CH3:12][Si:13]([N:4]([C:1](=[O:3])[CH3:2])[C:5]1[CH:10]=[CH:9][N:8]([Si:13]([CH3:20])([CH3:19])[CH3:12])[C:7](=[O:11])[N:6]=1)([CH3:20])[CH3:19]. (3) Given the reactants [C:1]([O:5][CH2:6][C@H:7]([C:9]1[N:10]=[CH:11][C:12]([NH:15][C:16](=[O:21])[C:17]([CH3:20])([CH3:19])[CH3:18])=[N:13][CH:14]=1)[OH:8])(C)([CH3:3])[CH3:2].FC(F)(F)C(O)=O.COC(OC)(C)C.[OH-].[Na+].C(OC(C)C)(C)C.[CH2-]C(C)=O, predict the reaction product. The product is: [CH3:2][C:1]1([CH3:3])[O:8][C@@H:7]([C:9]2[N:10]=[CH:11][C:12]([NH:15][C:16](=[O:21])[C:17]([CH3:20])([CH3:19])[CH3:18])=[N:13][CH:14]=2)[CH2:6][O:5]1. (4) The product is: [OH:19][C:15]1([CH3:18])[CH2:16][CH2:17][C@@H:12]([NH2:11])[C@@H:13]([NH2:20])[CH2:14]1. Given the reactants C(OC([NH:11][C@@H:12]1[CH2:17][CH2:16][C:15]([OH:19])([CH3:18])[CH2:14][C@@H:13]1[NH:20]C(OCC1C=CC=CC=1)=O)=O)C1C=CC=CC=1.[H][H], predict the reaction product. (5) Given the reactants [NH:1]1[C:9]2[C:4](=[CH:5][C:6]([CH:10]=O)=[CH:7][CH:8]=2)[CH:3]=[N:2]1.[NH2:12]/[C:13](/[CH3:17])=[CH:14]\[C:15]#[N:16].C([O-])(O)=O.[Na+], predict the reaction product. The product is: [NH:1]1[C:9]2[C:4](=[CH:5][C:6]([CH:10]3[C:14]([C:15]#[N:16])=[C:13]([CH3:17])[NH:12][C:7]([CH3:6])=[C:8]3[C:9]#[N:1])=[CH:7][CH:8]=2)[CH:3]=[N:2]1. (6) Given the reactants Cl[C:2]1[N:7]=[C:6]([NH:8][C:9]2[CH:14]=[CH:13][CH:12]=[C:11]([OH:15])[CH:10]=2)[C:5]([F:16])=[CH:4][N:3]=1.[Cl:17][C:18]1[CH:19]=[C:20]([CH:22]=[C:23]([CH3:26])[C:24]=1[OH:25])[NH2:21], predict the reaction product. The product is: [Cl:17][C:18]1[CH:19]=[C:20]([NH:21][C:2]2[N:7]=[C:6]([NH:8][C:9]3[CH:14]=[CH:13][CH:12]=[C:11]([OH:15])[CH:10]=3)[C:5]([F:16])=[CH:4][N:3]=2)[CH:22]=[C:23]([CH3:26])[C:24]=1[OH:25]. (7) Given the reactants [NH2:1][C:2]1[N:7]=[C:6]([N:8]2[CH2:13][CH2:12][CH2:11][C@H:10]([C:14](O)=[O:15])[CH2:9]2)[CH:5]=[C:4]([C:17]2[CH:22]=[CH:21][C:20]([C:23]#[N:24])=[C:19]([F:25])[CH:18]=2)[N:3]=1.C(Cl)CCl.C1C=CC2N(O)N=NC=2C=1.[F:40][C:41]1[CH:47]=[CH:46][C:44]([NH2:45])=[CH:43][CH:42]=1, predict the reaction product. The product is: [NH2:1][C:2]1[N:7]=[C:6]([N:8]2[CH2:13][CH2:12][CH2:11][C@H:10]([C:14]([NH:45][C:44]3[CH:46]=[CH:47][C:41]([F:40])=[CH:42][CH:43]=3)=[O:15])[CH2:9]2)[CH:5]=[C:4]([C:17]2[CH:22]=[CH:21][C:20]([C:23]#[N:24])=[C:19]([F:25])[CH:18]=2)[N:3]=1.